Dataset: Catalyst prediction with 721,799 reactions and 888 catalyst types from USPTO. Task: Predict which catalyst facilitates the given reaction. (1) The catalyst class is: 106. Product: [NH3:8].[CH3:21][C@@H:19]1[CH2:20][NH:8][CH2:9][C@@H:10]2[N:18]1[C:17]1[C:12]([CH2:11]2)=[CH:13][C:14]2=[CH:43][S:23][CH:22]=[C:15]2[N:16]=1. Reactant: C(OC([N:8]1[CH2:20][C@@H:19]([CH3:21])[N:18]2[C@H:10]([CH2:11][C:12]3[C:17]2=[N:16][C:15]([CH2:22][S:23]C(C2C=CC=CC=2)(C2C=CC=CC=2)C2C=CC=CC=2)=[C:14]([CH:43]=O)[CH:13]=3)[CH2:9]1)=O)(C)(C)C. (2) The catalyst class is: 5. Reactant: C[Si]([C:5]#[C:6][C:7]1[C:8]([NH2:13])=[N:9][CH:10]=[CH:11][CH:12]=1)(C)C.C(=O)([O-])[O-].[K+].[K+].O. Product: [C:6]([C:7]1[C:8]([NH2:13])=[N:9][CH:10]=[CH:11][CH:12]=1)#[CH:5]. (3) Reactant: [O:1]([C:8]1[CH:9]=[C:10]([CH:25]=[CH:26][CH:27]=1)[CH2:11][NH:12][C:13]1[CH:18]=[CH:17][C:16]([C@@H:19]2[CH2:21][C@H:20]2[C:22](O)=[O:23])=[CH:15][CH:14]=1)[C:2]1[CH:7]=[CH:6][CH:5]=[CH:4][CH:3]=1.CN(C(ON1N=NC2C=CC=NC1=2)=[N+](C)C)C.F[P-](F)(F)(F)(F)F.[F:52][C:53]([F:57])([F:56])[CH2:54][NH2:55]. Product: [O:1]([C:8]1[CH:9]=[C:10]([CH:25]=[CH:26][CH:27]=1)[CH2:11][NH:12][C:13]1[CH:18]=[CH:17][C:16]([C@@H:19]2[CH2:21][C@H:20]2[C:22]([NH:55][CH2:54][C:53]([F:57])([F:56])[F:52])=[O:23])=[CH:15][CH:14]=1)[C:2]1[CH:7]=[CH:6][CH:5]=[CH:4][CH:3]=1. The catalyst class is: 139. (4) Reactant: Cl[C:2]1[N:7]=[C:6]([N:8]([CH3:21])[C:9]2[CH:20]=[CH:19][C:12]3[N:13]([CH3:18])[C:14]([S:16][CH3:17])=[N:15][C:11]=3[CH:10]=2)[CH:5]=[CH:4][N:3]=1.[CH3:22][S:23]([CH2:26][C:27]1[CH:32]=[CH:31][C:30]([NH2:33])=[CH:29][CH:28]=1)(=[O:25])=[O:24]. Product: [CH3:22][S:23]([CH2:26][C:27]1[CH:32]=[CH:31][C:30]([NH:33][C:2]2[N:7]=[C:6]([N:8]([CH3:21])[C:9]3[CH:20]=[CH:19][C:12]4[N:13]([CH3:18])[C:14]([S:16][CH3:17])=[N:15][C:11]=4[CH:10]=3)[CH:5]=[CH:4][N:3]=2)=[CH:29][CH:28]=1)(=[O:24])=[O:25]. The catalyst class is: 32. (5) Reactant: [C:1]1([C:7]2[N:8]=[C:9]([CH2:12][C:13]#[N:14])[S:10][CH:11]=2)[CH:6]=[CH:5][CH:4]=[CH:3][CH:2]=1.[H-].[Na+].Br[CH2:18][CH2:19][O:20][CH2:21][CH2:22]Br. Product: [C:1]1([C:7]2[N:8]=[C:9]([C:12]3([C:13]#[N:14])[CH2:22][CH2:21][O:20][CH2:19][CH2:18]3)[S:10][CH:11]=2)[CH:2]=[CH:3][CH:4]=[CH:5][CH:6]=1. The catalyst class is: 1.